Dataset: NCI-60 drug combinations with 297,098 pairs across 59 cell lines. Task: Regression. Given two drug SMILES strings and cell line genomic features, predict the synergy score measuring deviation from expected non-interaction effect. Drug 1: CNC(=O)C1=CC=CC=C1SC2=CC3=C(C=C2)C(=NN3)C=CC4=CC=CC=N4. Drug 2: CCC1=C2CN3C(=CC4=C(C3=O)COC(=O)C4(CC)O)C2=NC5=C1C=C(C=C5)O. Cell line: SF-268. Synergy scores: CSS=42.8, Synergy_ZIP=3.40, Synergy_Bliss=1.52, Synergy_Loewe=-13.3, Synergy_HSA=-0.0251.